This data is from Retrosynthesis with 50K atom-mapped reactions and 10 reaction types from USPTO. The task is: Predict the reactants needed to synthesize the given product. Given the product O=C(Nc1cccc(OC(F)(F)F)c1)Oc1ccccc1, predict the reactants needed to synthesize it. The reactants are: Nc1cccc(OC(F)(F)F)c1.O=C(Cl)Oc1ccccc1.